Dataset: Forward reaction prediction with 1.9M reactions from USPTO patents (1976-2016). Task: Predict the product of the given reaction. (1) Given the reactants [F:1][C:2]1[CH:7]=[C:6]([O:8][C:9]2[CH:14]=[CH:13][CH:12]=[CH:11][CH:10]=2)[CH:5]=[CH:4][C:3]=1[C:15]1[C:23]2[C:18](=[N:19][CH:20]=[N:21][C:22]=2[NH2:24])[N:17]([CH2:25][C@H:26]2[CH2:30][CH2:29][CH2:28][NH:27]2)[N:16]=1.[C:31]([CH2:33][C:34](O)=[O:35])#[N:32].CN(C(ON1N=NC2C=CC=NC1=2)=[N+](C)C)C.F[P-](F)(F)(F)(F)F.C(N(CC)CC)C, predict the reaction product. The product is: [NH2:24][C:22]1[N:21]=[CH:20][N:19]=[C:18]2[N:17]([CH2:25][C@H:26]3[CH2:30][CH2:29][CH2:28][N:27]3[C:34](=[O:35])[CH2:33][C:31]#[N:32])[N:16]=[C:15]([C:3]3[CH:4]=[CH:5][C:6]([O:8][C:9]4[CH:10]=[CH:11][CH:12]=[CH:13][CH:14]=4)=[CH:7][C:2]=3[F:1])[C:23]=12. (2) The product is: [CH2:19]([CH:7]1[CH2:8][CH2:9][C:2]2[S:1][CH:5]=[CH:4][C:3]=2[C:6]1=[O:10])[C:20]1[CH:25]=[CH:24][CH:23]=[CH:22][CH:21]=1. Given the reactants [S:1]1[CH:5]=[CH:4][C:3]2[C:6](=[O:10])[CH2:7][CH2:8][CH2:9][C:2]1=2.[Li+].CC([N-]C(C)C)C.[CH2:19](Br)[C:20]1[CH:25]=[CH:24][CH:23]=[CH:22][CH:21]=1.[Cl-].[NH4+], predict the reaction product. (3) Given the reactants [OH:1][C:2]1[C:11]2[C:6](=[CH:7][CH:8]=[CH:9][CH:10]=2)[N:5]=[C:4]([C:12]([OH:14])=O)[CH:3]=1.FC(F)(F)C(O)=O.[CH2:22]([O:26][C:27]([N:29]1[CH2:34][CH2:33][N:32]([C:35](=[O:48])[C@@H:36]([NH2:47])[CH2:37][CH2:38][O:39][CH2:40][C:41]2[CH:46]=[CH:45][CH:44]=[CH:43][CH:42]=2)[CH2:31][CH2:30]1)=[O:28])[CH2:23][CH2:24][CH3:25].C1C=CC2N(O)N=NC=2C=1.C(Cl)CCl, predict the reaction product. The product is: [CH2:22]([O:26][C:27]([N:29]1[CH2:30][CH2:31][N:32]([C:35](=[O:48])[C@@H:36]([NH:47][C:12]([C:4]2[CH:3]=[C:2]([OH:1])[C:11]3[C:6](=[CH:7][CH:8]=[CH:9][CH:10]=3)[N:5]=2)=[O:14])[CH2:37][CH2:38][O:39][CH2:40][C:41]2[CH:42]=[CH:43][CH:44]=[CH:45][CH:46]=2)[CH2:33][CH2:34]1)=[O:28])[CH2:23][CH2:24][CH3:25]. (4) The product is: [CH3:13][C:12]1[CH:11]=[CH:10][C:7]2[C:2](=[C:3]([CH3:9])[C:4]([OH:8])=[CH:5][CH:6]=2)[N:1]=1. Given the reactants [NH2:1][C:2]1[C:3]([CH3:9])=[C:4]([OH:8])[CH:5]=[CH:6][CH:7]=1.[CH:10](=O)/[CH:11]=[CH:12]/[CH3:13].[OH-].[NH4+], predict the reaction product.